Dataset: Catalyst prediction with 721,799 reactions and 888 catalyst types from USPTO. Task: Predict which catalyst facilitates the given reaction. (1) Reactant: [CH2:1]([C:4]1[C:8]([CH2:9][CH2:10][CH2:11][OH:12])=[CH:7][N:6]([C:13]2[CH:18]=[CH:17][C:16]([C:19]([F:22])([F:21])[F:20])=[CH:15][N:14]=2)[N:5]=1)[CH2:2][CH3:3].[CH2:23]([O:25][C:26]1[C:27](O)=[C:28]([CH2:32][C:33]([O:35]C)=[O:34])[CH:29]=[CH:30][CH:31]=1)[CH3:24].C(P(CCCC)CCCC)CCC.N(C(N1CCCCC1)=O)=NC(N1CCCCC1)=O. Product: [CH2:23]([O:25][C:26]1[C:27]([O:12][CH2:11][CH2:10][CH2:9][C:8]2[C:4]([CH2:1][CH2:2][CH3:3])=[N:5][N:6]([C:13]3[CH:18]=[CH:17][C:16]([C:19]([F:21])([F:20])[F:22])=[CH:15][N:14]=3)[CH:7]=2)=[C:28]([CH2:32][C:33]([OH:35])=[O:34])[CH:29]=[CH:30][CH:31]=1)[CH3:24]. The catalyst class is: 7. (2) Reactant: C(O[BH-](OC(=O)C)OC(=O)C)(=O)C.[Na+].[ClH:15].[CH3:16][CH:17]([NH:19][C:20]1[C:25]([C:26]#[N:27])=[CH:24][C:23]([C:28]2[O:32][N:31]=[C:30]([C:33]3[CH:43]=[CH:42][C:36]4[CH2:37][CH2:38][NH:39][CH2:40][CH2:41][C:35]=4[CH:34]=3)[N:29]=2)=[CH:22][N:21]=1)[CH3:18].CC1(C)[O:50][CH2:49][C:48](=O)[CH2:47][O:46]1.C(=O)([O-])O.[Na+]. Product: [ClH:15].[OH:46][CH2:47][CH:48]([N:39]1[CH2:38][CH2:37][C:36]2[CH:42]=[CH:43][C:33]([C:30]3[N:29]=[C:28]([C:23]4[CH:24]=[C:25]([C:26]#[N:27])[C:20]([NH:19][CH:17]([CH3:16])[CH3:18])=[N:21][CH:22]=4)[O:32][N:31]=3)=[CH:34][C:35]=2[CH2:41][CH2:40]1)[CH2:49][OH:50]. The catalyst class is: 2.